Task: Predict which catalyst facilitates the given reaction.. Dataset: Catalyst prediction with 721,799 reactions and 888 catalyst types from USPTO (1) Reactant: [Cl:1][C:2]1[CH:3]=[C:4]([C:9]2[CH:13]=[C:12]([C:14]3[CH:15]=[C:16]4[C:21](=[CH:22][CH:23]=3)[N:20]=[CH:19][CH:18]=[N:17]4)[N:11]([CH:24]([C:26]3[CH:34]=[CH:33][C:29]([C:30](O)=[O:31])=[CH:28][CH:27]=3)[CH3:25])[N:10]=2)[CH:5]=[C:6]([Cl:8])[CH:7]=1.Cl.[NH2:36][CH2:37][CH2:38][C:39]([O:41][CH2:42][CH3:43])=[O:40].ON1C2N=CC=CC=2N=N1.C(N(CC)C(C)C)(C)C.Cl.CN(C)CCCN=C=NCC. Product: [Cl:8][C:6]1[CH:5]=[C:4]([C:9]2[CH:13]=[C:12]([C:14]3[CH:15]=[C:16]4[C:21](=[CH:22][CH:23]=3)[N:20]=[CH:19][CH:18]=[N:17]4)[N:11]([CH:24]([C:26]3[CH:27]=[CH:28][C:29]([C:30]([NH:36][CH2:37][CH2:38][C:39]([O:41][CH2:42][CH3:43])=[O:40])=[O:31])=[CH:33][CH:34]=3)[CH3:25])[N:10]=2)[CH:3]=[C:2]([Cl:1])[CH:7]=1. The catalyst class is: 31. (2) Reactant: [Cl-:1].[NH3+:2][CH2:3][CH2:4][CH2:5][CH2:6][C:7]([C:9]1[CH:10]=[NH+:11][CH:12]=[CH:13][CH:14]=1)=O.[Cl-].[CH:16]([C:18]1[O:22][C:21]([C:23]2[CH:27]=[CH:26][S:25][C:24]=2[C:28]([O:30][CH3:31])=[O:29])=[CH:20][CH:19]=1)=O.Cl. Product: [ClH:1].[ClH:1].[N:11]1[CH:12]=[CH:13][CH:14]=[C:9]([C:7]2[C:6](=[CH:16][C:18]3[O:22][C:21]([C:23]4[CH:27]=[CH:26][S:25][C:24]=4[C:28]([O:30][CH3:31])=[O:29])=[CH:20][CH:19]=3)[CH2:5][CH2:4][CH2:3][N:2]=2)[CH:10]=1. The catalyst class is: 32. (3) Reactant: Cl[C:2]1[N:7]=[C:6]([NH:8][C:9]([C:11]2([C:14]3[CH:24]=[CH:23][C:17]4[O:18][C:19]([F:22])([F:21])[O:20][C:16]=4[CH:15]=3)[CH2:13][CH2:12]2)=[O:10])[CH:5]=[CH:4][C:3]=1[CH3:25].[C:26]([C:28]1[C:29](=[O:48])[N:30]([CH2:43][C:44]([O:46][CH3:47])=[O:45])[CH:31]=[C:32](B2OC(C)(C)C(C)(C)O2)[CH:33]=1)#[N:27].C([O-])([O-])=O.[Na+].[Na+]. Product: [C:26]([C:28]1[C:29](=[O:48])[N:30]([CH2:43][C:44]([O:46][CH3:47])=[O:45])[CH:31]=[C:32]([C:2]2[C:3]([CH3:25])=[CH:4][CH:5]=[C:6]([NH:8][C:9]([C:11]3([C:14]4[CH:24]=[CH:23][C:17]5[O:18][C:19]([F:21])([F:22])[O:20][C:16]=5[CH:15]=4)[CH2:12][CH2:13]3)=[O:10])[N:7]=2)[CH:33]=1)#[N:27]. The catalyst class is: 853.